From a dataset of Full USPTO retrosynthesis dataset with 1.9M reactions from patents (1976-2016). Predict the reactants needed to synthesize the given product. (1) Given the product [F:1][C:2]1[CH:3]=[C:4]([CH:30]=[CH:31][C:32]=1[F:33])[CH2:5][NH:6][C:7]([C:9]1[C:17]2[C:12](=[CH:13][C:14]([OH:18])=[CH:15][CH:16]=2)[N:11]([CH2:20][C:21]2[CH:26]=[CH:25][CH:24]=[CH:23][N:22]=2)[C:10]=1[CH:27]([CH3:29])[CH3:28])=[O:8], predict the reactants needed to synthesize it. The reactants are: [F:1][C:2]1[CH:3]=[C:4]([CH:30]=[CH:31][C:32]=1[F:33])[CH2:5][NH:6][C:7]([C:9]1[C:17]2[C:12](=[CH:13][C:14]([O:18]C)=[CH:15][CH:16]=2)[N:11]([CH2:20][C:21]2[CH:26]=[CH:25][CH:24]=[CH:23][N:22]=2)[C:10]=1[CH:27]([CH3:29])[CH3:28])=[O:8].B(Br)(Br)Br. (2) Given the product [Cl:15][C:10]1[CH:9]=[C:8]([C:6]2[CH:5]=[C:4]([CH3:16])[N:3]=[C:2]([N:17]3[CH:21]=[CH:20][N:19]=[CH:18]3)[CH:7]=2)[CH:13]=[CH:12][C:11]=1[Cl:14], predict the reactants needed to synthesize it. The reactants are: Cl[C:2]1[CH:7]=[C:6]([C:8]2[CH:13]=[CH:12][C:11]([Cl:14])=[C:10]([Cl:15])[CH:9]=2)[CH:5]=[C:4]([CH3:16])[N:3]=1.[NH:17]1[CH:21]=[CH:20][N:19]=[CH:18]1. (3) Given the product [Cl:12][C:10]1[C:9]([CH3:13])=[CH:8][C:6]2[NH:7][C:3]([N:23]3[CH2:28][CH2:27][CH:26]([C:29]([O:31][CH2:32][CH3:33])=[O:30])[CH2:25][CH2:24]3)=[N:4][C:5]=2[CH:11]=1, predict the reactants needed to synthesize it. The reactants are: Cl.Cl[C:3]1[NH:7][C:6]2[CH:8]=[C:9]([CH3:13])[C:10]([Cl:12])=[CH:11][C:5]=2[N:4]=1.C(N(CC)C(C)C)(C)C.[NH:23]1[CH2:28][CH2:27][CH:26]([C:29]([O:31][CH2:32][CH3:33])=[O:30])[CH2:25][CH2:24]1. (4) Given the product [S:1]1[C:5]2[CH:6]=[C:7]([CH2:9][OH:10])[NH:8][C:4]=2[N:3]=[CH:2]1, predict the reactants needed to synthesize it. The reactants are: [S:1]1[C:5]2[CH:6]=[C:7]([C:9](OC)=[O:10])[NH:8][C:4]=2[N:3]=[CH:2]1.[H-].[H-].[H-].[H-].[Li+].[Al+3]. (5) The reactants are: [Cl:1][C:2]1[CH:3]=[CH:4][C:5]([C:24]#[N:25])=[C:6]([C:8]2[C:13]([O:14][CH3:15])=[CH:12][N:11]([CH:16]([CH2:20][CH2:21][F:22])[C:17](O)=[O:18])[C:10](=[O:23])[CH:9]=2)[CH:7]=1.[NH2:26][C:27]1[CH:39]=[CH:38][C:30]([C:31]([O:33][C:34]([CH3:37])([CH3:36])[CH3:35])=[O:32])=[CH:29][CH:28]=1.CC(C)N=C=NC(C)C. Given the product [Cl:1][C:2]1[CH:3]=[CH:4][C:5]([C:24]#[N:25])=[C:6]([C:8]2[C:13]([O:14][CH3:15])=[CH:12][N:11]([CH:16]([CH2:20][CH2:21][F:22])[C:17]([NH:26][C:27]3[CH:39]=[CH:38][C:30]([C:31]([O:33][C:34]([CH3:35])([CH3:36])[CH3:37])=[O:32])=[CH:29][CH:28]=3)=[O:18])[C:10](=[O:23])[CH:9]=2)[CH:7]=1, predict the reactants needed to synthesize it. (6) The reactants are: [CH3:1][O:2][C:3]([C:5]1[CH:6]=[N:7][C:8]([C:11]2[O:19][C:14]3=[CH:15][N:16]=[CH:17][CH:18]=[C:13]3[C:12]=2[NH:20][C:21]2[CH:30]=[CH:29][C:28]3[C:23](=[CH:24][CH:25]=[CH:26][C:27]=3[O:31]COCC3C=CC=CC=3)[CH:22]=2)=[N:9][CH:10]=1)=[O:4].Cl. Given the product [OH:31][C:27]1[CH:26]=[CH:25][CH:24]=[C:23]2[C:28]=1[CH:29]=[CH:30][C:21]([NH:20][C:12]1[C:13]3[C:14](=[CH:15][N:16]=[CH:17][CH:18]=3)[O:19][C:11]=1[C:8]1[N:9]=[CH:10][C:5]([C:3]([O:2][CH3:1])=[O:4])=[CH:6][N:7]=1)=[CH:22]2, predict the reactants needed to synthesize it.